From a dataset of Experimentally validated miRNA-target interactions with 360,000+ pairs, plus equal number of negative samples. Binary Classification. Given a miRNA mature sequence and a target amino acid sequence, predict their likelihood of interaction. The miRNA is hsa-miR-3117-5p with sequence AGACACUAUACGAGUCAUAU. The protein sequence of the target gene is MNVGVAHSEVNPNTRVMNSRGIWLAYIILVGLLHMVLLSIPFFSIPVVWTLTNVIHNLATYVFLHTVKGTPFETPDQGKARLLTHWEQMDYGLQFTSSRKFLSISPIVLYLLASFYTKYDAAHFLINTASLLSVLLPKLPQFHGVRVFGINKY. Result: 1 (interaction).